From a dataset of Forward reaction prediction with 1.9M reactions from USPTO patents (1976-2016). Predict the product of the given reaction. (1) Given the reactants [C:1]([O:4][CH2:5][C:6]1[C:11](B2OC(C)(C)C(C)(C)O2)=[CH:10][CH:9]=[CH:8][C:7]=1[N:21]1[CH2:26][CH2:25][C:24]2[C:27]3[CH2:33][CH2:32][CH2:31][CH2:30][C:28]=3[S:29][C:23]=2[C:22]1=[O:34])(=[O:3])[CH3:2].Br[C:36]1[CH:37]=[C:38]([NH:44][C:45]2[CH:50]=[CH:49][C:48]([N:51]3[CH2:56][CH2:55][N:54]([CH:57]4[CH2:60][O:59][CH2:58]4)[CH2:53][CH2:52]3)=[CH:47][N:46]=2)[C:39](=[O:43])[N:40]([CH3:42])[CH:41]=1, predict the reaction product. The product is: [C:1]([O:4][CH2:5][C:6]1[C:7]([N:21]2[C:22](=[O:34])[C:23]3[S:29][C:28]4[CH2:30][CH2:31][CH2:32][CH2:33][C:27]=4[C:24]=3[CH2:25][CH2:26]2)=[CH:8][CH:9]=[CH:10][C:11]=1[C:36]1[CH:37]=[C:38]([NH:44][C:45]2[CH:50]=[CH:49][C:48]([N:51]3[CH2:56][CH2:55][N:54]([CH:57]4[CH2:60][O:59][CH2:58]4)[CH2:53][CH2:52]3)=[CH:47][N:46]=2)[C:39](=[O:43])[N:40]([CH3:42])[CH:41]=1)(=[O:3])[CH3:2]. (2) Given the reactants [C:1]([O:5][C:6]([N:8]1[CH2:12][CH2:11][C@@H:10]([C:13](=[NH:16])[NH:14]O)[CH2:9]1)=[O:7])([CH3:4])([CH3:3])[CH3:2].N1([C:22](N2C=CN=C2)=[S:23])C=CN=C1.B(F)(F)F.CC[O:35]CC, predict the reaction product. The product is: [C:1]([O:5][C:6]([N:8]1[CH2:12][CH2:11][C@@H:10]([C:13]2[NH:14][C:22](=[O:35])[S:23][N:16]=2)[CH2:9]1)=[O:7])([CH3:4])([CH3:3])[CH3:2]. (3) Given the reactants [Cl:1][C:2]1[CH:3]=[C:4]([C:8]2[CH:17]=[C:16]([C:18]3[CH2:23][CH2:22][NH:21][CH2:20][CH:19]=3)[C:15]([O:24][CH3:25])=[C:14]3[C:9]=2[CH:10]=[N:11][C:12]([N:26]([CH3:28])[CH3:27])=[N:13]3)[CH:5]=[CH:6][CH:7]=1.C(=O)([O-])[O-].[K+].[K+].Br[CH2:36][C:37]([O:39][CH2:40][CH3:41])=[O:38].[Cl-].[NH4+], predict the reaction product. The product is: [Cl:1][C:2]1[CH:3]=[C:4]([C:8]2[CH:17]=[C:16]([C:18]3[CH2:23][CH2:22][N:21]([CH2:36][C:37]([O:39][CH2:40][CH3:41])=[O:38])[CH2:20][CH:19]=3)[C:15]([O:24][CH3:25])=[C:14]3[C:9]=2[CH:10]=[N:11][C:12]([N:26]([CH3:27])[CH3:28])=[N:13]3)[CH:5]=[CH:6][CH:7]=1.